Dataset: Full USPTO retrosynthesis dataset with 1.9M reactions from patents (1976-2016). Task: Predict the reactants needed to synthesize the given product. (1) Given the product [CH2:11]([N:6]1[C:5]2[C:4](=[O:18])[NH:3][C:2](=[O:20])[NH:10][C:9]=2[N:8]=[CH:7]1)[C:12]1[CH:17]=[CH:16][CH:15]=[CH:14][CH:13]=1, predict the reactants needed to synthesize it. The reactants are: N[C:2]1[NH:10][C:9]2[N:8]=[CH:7][N:6]([CH2:11][C:12]3[CH:17]=[CH:16][CH:15]=[CH:14][CH:13]=3)[C:5]=2[C:4](=[O:18])[N:3]=1.N([O-])=[O:20].[Na+]. (2) Given the product [Cl:1][C:2]1[CH:7]=[CH:6][C:5]([CH2:8][C:9](=[N:12][OH:13])[NH2:10])=[CH:4][CH:3]=1, predict the reactants needed to synthesize it. The reactants are: [Cl:1][C:2]1[CH:7]=[CH:6][C:5]([CH2:8][C:9]#[N:10])=[CH:4][CH:3]=1.Cl.[NH2:12][OH:13].C(=O)([O-])[O-].[K+].[K+]. (3) The reactants are: [Br-].[F:2][C:3]1[CH:4]=[C:5]2[C:10](=[CH:11][C:12]=1[CH2:13][P+](C1C=CC=CC=1)(C1C=CC=CC=1)C1C=CC=CC=1)[O:9][CH2:8][CH:7]([CH2:33][CH2:34][CH2:35][CH2:36][CH3:37])[CH2:6]2.CC(C)([O-])C.[K+].[F:44][C:45]1[CH:46]=[C:47]2[C:52](=[C:53]([F:55])[CH:54]=1)[O:51][CH2:50][C:49]([CH:56]=O)=[CH:48]2.Cl. Given the product [F:44][C:45]1[CH:46]=[C:47]2[C:52](=[C:53]([F:55])[CH:54]=1)[O:51][CH2:50][C:49]([CH:56]=[CH:13][C:12]1[CH:11]=[C:10]3[C:5]([CH2:6][CH:7]([CH2:33][CH2:34][CH2:35][CH2:36][CH3:37])[CH2:8][O:9]3)=[CH:4][C:3]=1[F:2])=[CH:48]2, predict the reactants needed to synthesize it. (4) Given the product [F:11][C:8]1[CH:7]=[CH:6][C:5]([CH:3]([OH:4])[CH:2]([NH:1][C:30](=[O:31])[CH2:29][CH2:28][CH2:27][C:21]2[CH:26]=[CH:25][CH:24]=[CH:23][CH:22]=2)[CH2:12][C:13]2[CH:14]=[CH:15][C:16]([O:19][CH3:20])=[CH:17][CH:18]=2)=[CH:10][CH:9]=1, predict the reactants needed to synthesize it. The reactants are: [NH2:1][CH:2]([CH2:12][C:13]1[CH:18]=[CH:17][C:16]([O:19][CH3:20])=[CH:15][CH:14]=1)[CH:3]([C:5]1[CH:10]=[CH:9][C:8]([F:11])=[CH:7][CH:6]=1)[OH:4].[C:21]1([CH2:27][CH2:28][CH2:29][C:30](O)=[O:31])[CH:26]=[CH:25][CH:24]=[CH:23][CH:22]=1.Cl.C(N=C=NCCCN(C)C)C.ON1C2C=CC=CC=2N=N1. (5) The reactants are: [Br:1][C:2]1[CH:3]=[C:4]2[C:9](=[CH:10][CH:11]=1)[N:8]=[C:7]([NH2:12])[N:6]=[CH:5]2.[H-].[Na+].[CH3:15]I. Given the product [Br:1][C:2]1[CH:3]=[C:4]2[C:9](=[CH:10][CH:11]=1)[N:8]=[C:7]([NH:12][CH3:15])[N:6]=[CH:5]2, predict the reactants needed to synthesize it. (6) Given the product [Cl:1][CH2:2][CH2:3][O:4][C:5]1[C:6]([N+:12]([O-:14])=[O:13])=[C:7]([CH2:16][S:17]([C:20]2[C:29]3[C:24](=[CH:25][CH:26]=[CH:27][CH:28]=3)[CH:23]=[CH:22][CH:21]=2)(=[O:18])=[O:19])[CH:8]=[C:9]([F:11])[CH:10]=1, predict the reactants needed to synthesize it. The reactants are: [Cl:1][CH2:2][CH2:3][O:4][C:5]1[CH:10]=[C:9]([F:11])[CH:8]=[CH:7][C:6]=1[N+:12]([O-:14])=[O:13].Cl[CH2:16][S:17]([C:20]1[C:29]2[C:24](=[CH:25][CH:26]=[CH:27][CH:28]=2)[CH:23]=[CH:22][CH:21]=1)(=[O:19])=[O:18].CC(C)([O-])C.[K+].Cl. (7) Given the product [CH2:1]([O:28][C:27]1[C:15]([Br:14])=[CH:16][C:17]2[C:22](=[O:23])[O:21][C:20]([CH3:24])([CH3:25])[O:19][C:18]=2[CH:26]=1)[C:2]1[CH:7]=[CH:6][CH:5]=[CH:4][CH:3]=1, predict the reactants needed to synthesize it. The reactants are: [CH2:1](Br)[C:2]1[CH:7]=[CH:6][CH:5]=[CH:4][CH:3]=1.CN(C=O)C.[Br:14][C:15]1[C:27]([OH:28])=[CH:26][C:18]2[O:19][C:20]([CH3:25])([CH3:24])[O:21][C:22](=[O:23])[C:17]=2[CH:16]=1.C(=O)([O-])[O-].[K+].[K+]. (8) Given the product [F:1][C:2]([F:15])([F:14])[S:3]([O:6][C:17]1[CH:18]=[N:19][C:20]2[C:25]([CH:26]=1)=[CH:24][CH:23]=[CH:22][C:21]=2[C:27]([O:29][CH3:30])=[O:28])(=[O:5])=[O:4], predict the reactants needed to synthesize it. The reactants are: [F:1][C:2]([F:15])([F:14])[S:3]([O:6]S(C(F)(F)F)(=O)=O)(=[O:5])=[O:4].O[C:17]1[CH:18]=[N:19][C:20]2[C:25]([CH:26]=1)=[CH:24][CH:23]=[CH:22][C:21]=2[C:27]([O:29][CH3:30])=[O:28].C([O-])(O)=O.[Na+]. (9) Given the product [C:1]1([C:14]2[CH:19]=[CH:18][CH:17]=[CH:16][CH:15]=2)[CH:6]=[CH:5][C:4]([C:7]2([C:8]([O:10][CH3:11])=[O:9])[CH2:23][CH:22]2/[CH:21]=[CH:20]/[C:24]2[CH:29]=[CH:28][CH:27]=[CH:26][CH:25]=2)=[CH:3][CH:2]=1, predict the reactants needed to synthesize it. The reactants are: [C:1]1([C:14]2[CH:19]=[CH:18][CH:17]=[CH:16][CH:15]=2)[CH:6]=[CH:5][C:4]([C:7](=[N+]=[N-])[C:8]([O:10][CH3:11])=[O:9])=[CH:3][CH:2]=1.[CH:20](/[C:24]1[CH:29]=[CH:28][CH:27]=[CH:26][CH:25]=1)=[CH:21]\[CH:22]=[CH2:23].